From a dataset of Full USPTO retrosynthesis dataset with 1.9M reactions from patents (1976-2016). Predict the reactants needed to synthesize the given product. (1) Given the product [CH2:27]([O:29][C:30]([C:32]1([C:35]2[CH:40]=[CH:39][C:38]([C:2]3[CH:7]=[CH:6][C:5]([C:8]4[O:12][N:11]=[C:10]([CH3:13])[C:9]=4[CH2:14][N:15]([C:16](=[O:18])[CH3:17])[CH2:19][CH2:20][C:21]4[CH:26]=[CH:25][CH:24]=[CH:23][CH:22]=4)=[CH:4][CH:3]=3)=[CH:37][CH:36]=2)[CH2:33][CH2:34]1)=[O:31])[CH3:28], predict the reactants needed to synthesize it. The reactants are: Br[C:2]1[CH:7]=[CH:6][C:5]([C:8]2[O:12][N:11]=[C:10]([CH3:13])[C:9]=2[CH2:14][N:15]([CH2:19][CH2:20][C:21]2[CH:26]=[CH:25][CH:24]=[CH:23][CH:22]=2)[C:16](=[O:18])[CH3:17])=[CH:4][CH:3]=1.[CH2:27]([O:29][C:30]([C:32]1([C:35]2[CH:40]=[CH:39][C:38](B3OC(C)(C)C(C)(C)O3)=[CH:37][CH:36]=2)[CH2:34][CH2:33]1)=[O:31])[CH3:28]. (2) Given the product [F:21][C:22]([F:32])([F:33])[C:23]([NH:16][C:13]1[CH:14]=[CH:15][C:10]([S:9][S:8][C:5]2[CH:4]=[CH:3][C:2]([NH:1][C:23](=[O:24])[C:22]([F:33])([F:32])[F:21])=[CH:7][CH:6]=2)=[CH:11][CH:12]=1)=[O:24], predict the reactants needed to synthesize it. The reactants are: [NH2:1][C:2]1[CH:7]=[CH:6][C:5]([S:8][S:9][C:10]2[CH:15]=[CH:14][C:13]([NH2:16])=[CH:12][CH:11]=2)=[CH:4][CH:3]=1.C(Cl)(Cl)Cl.[F:21][C:22]([F:33])([F:32])[C:23](O[C:23](=[O:24])[C:22]([F:33])([F:32])[F:21])=[O:24].